Dataset: Full USPTO retrosynthesis dataset with 1.9M reactions from patents (1976-2016). Task: Predict the reactants needed to synthesize the given product. Given the product [CH2:8]([NH:9][S:17]([C:2]1[C:15]2[C:16](=[CH:3][CH:4]=[CH:5][CH:6]=2)[CH:8]=[CH:7][CH:1]=1)(=[O:19])=[O:18])[CH2:7][C:1]1[CH:6]=[CH:5][CH:4]=[CH:3][CH:2]=1, predict the reactants needed to synthesize it. The reactants are: [C:1]1([CH2:7][CH2:8][NH2:9])[CH:6]=[CH:5][CH:4]=[CH:3][CH:2]=1.CCN([CH2:15][CH3:16])CC.[S:17](Cl)(Cl)(=[O:19])=[O:18].